This data is from TCR-epitope binding with 47,182 pairs between 192 epitopes and 23,139 TCRs. The task is: Binary Classification. Given a T-cell receptor sequence (or CDR3 region) and an epitope sequence, predict whether binding occurs between them. (1) The epitope is GTITSGWTF. The TCR CDR3 sequence is CATRAKYQETQYF. Result: 0 (the TCR does not bind to the epitope). (2) The TCR CDR3 sequence is CASAPFRGRNQPQHF. Result: 0 (the TCR does not bind to the epitope). The epitope is FPPTSFGPL. (3) The epitope is SLVKPSFYV. The TCR CDR3 sequence is CASSLSSGRTEAFF. Result: 0 (the TCR does not bind to the epitope). (4) The epitope is SEISMDNSPNL. The TCR CDR3 sequence is CASSPKTAGGRAYEQYF. Result: 0 (the TCR does not bind to the epitope). (5) The epitope is IIKDYGKQM. The TCR CDR3 sequence is CSVEEETNYGYTF. Result: 1 (the TCR binds to the epitope). (6) The epitope is RIFTIGTVTLK. The TCR CDR3 sequence is CASSRDRAGYGYTF. Result: 0 (the TCR does not bind to the epitope). (7) The epitope is GLCTLVAML. The TCR CDR3 sequence is CASSQSPGGIQYF. Result: 1 (the TCR binds to the epitope). (8) The epitope is GPGHKARVL. The TCR CDR3 sequence is CATSRERGGGGETQYF. Result: 0 (the TCR does not bind to the epitope). (9) The epitope is LLALHRSYL. The TCR CDR3 sequence is CASRRGFHQPQHF. Result: 0 (the TCR does not bind to the epitope).